Dataset: Full USPTO retrosynthesis dataset with 1.9M reactions from patents (1976-2016). Task: Predict the reactants needed to synthesize the given product. (1) Given the product [CH3:1][S:2]([O:16][CH:14]([CH3:15])[CH2:13][CH2:12][CH:6]1[CH2:11][CH2:10][CH2:9][CH2:8][CH2:7]1)(=[O:4])=[O:3], predict the reactants needed to synthesize it. The reactants are: [CH3:1][S:2](Cl)(=[O:4])=[O:3].[CH:6]1([CH2:12][CH2:13][CH:14]([OH:16])[CH3:15])[CH2:11][CH2:10][CH2:9][CH2:8][CH2:7]1. (2) Given the product [CH2:42]([O:41][NH:39][C:3]([C@H:5]1[C@H:10]([CH3:11])[O:9][C@@H:8]([CH3:12])[CH2:7][N:6]1[S:13][C:14]1[CH:15]=[CH:16][C:17]([O:20][CH2:21][C:22]2[CH:27]=[CH:26][CH:25]=[CH:24][C:23]=2[CH3:28])=[CH:18][CH:19]=1)=[O:4])[CH:43]=[CH2:44], predict the reactants needed to synthesize it. The reactants are: CO[C:3]([C@H:5]1[C@H:10]([CH3:11])[O:9][C@@H:8]([CH3:12])[CH2:7][N:6]1[S:13][C:14]1[CH:19]=[CH:18][C:17]([O:20][CH2:21][C:22]2[CH:27]=[CH:26][CH:25]=[CH:24][C:23]=2[CH3:28])=[CH:16][CH:15]=1)=[O:4].O.[OH-].[Li+].Cl.[Cl-].[Na+].Cl.C([NH:39]O)C=C.[OH:41][C:42]1C2N=NNC=2C=[CH:44][CH:43]=1.C(N(C(C)C)CC)(C)C.CN(C)CCCN=C=NCC. (3) Given the product [NH2:5][C@H:9]1[CH2:14][CH2:13][N:12]([CH2:15][CH2:16][C:17]2[C:18]([Cl:29])=[CH:19][N:20]=[C:21]3[C:26]=2[N:25]([CH3:27])[C:24](=[O:28])[CH:23]=[CH:22]3)[CH2:11][C@H:10]1[OH:30], predict the reactants needed to synthesize it. The reactants are: CC([N:5]([C@H:9]1[CH2:14][CH2:13][N:12]([CH2:15][CH2:16][C:17]2[C:26]3[N:25]([CH3:27])[C:24](=[O:28])[CH:23]=[CH:22][C:21]=3[N:20]=[CH:19][C:18]=2[Cl:29])[CH2:11][C@H:10]1[OH:30])C(=O)[O-])(C)C.FC(F)(F)C(O)=O. (4) Given the product [ClH:1].[NH2:9][CH2:10][C@H:11]1[CH2:12][CH2:13][C@H:14]([C:17]([NH:19][C@H:20]([C:51](=[O:64])[NH:52][C:53]2[CH:54]=[CH:55][C:56]([C:59]3[NH:63][N:62]=[N:61][N:60]=3)=[CH:57][CH:58]=2)[CH2:21][C:22]2[CH:23]=[CH:24][C:25]([CH3:50])=[C:26]([C:28]3[CH:33]=[CH:32][CH:31]=[C:30]([C:34]([NH:36][CH:37]4[CH:38]5[CH:42]4[CH2:41][NH:40][CH2:39]5)=[O:35])[CH:29]=3)[CH:27]=2)=[O:18])[CH2:15][CH2:16]1, predict the reactants needed to synthesize it. The reactants are: [ClH:1].C(OC([NH:9][CH2:10][C@H:11]1[CH2:16][CH2:15][C@H:14]([C:17]([NH:19][C@H:20]([C:51](=[O:64])[NH:52][C:53]2[CH:58]=[CH:57][C:56]([C:59]3[NH:63][N:62]=[N:61][N:60]=3)=[CH:55][CH:54]=2)[CH2:21][C:22]2[CH:23]=[CH:24][C:25]([CH3:50])=[C:26]([C:28]3[CH:33]=[CH:32][CH:31]=[C:30]([C:34]([NH:36][CH:37]4[CH:42]5[CH:38]4[CH2:39][N:40](C(OC(C)(C)C)=O)[CH2:41]5)=[O:35])[CH:29]=3)[CH:27]=2)=[O:18])[CH2:13][CH2:12]1)=O)(C)(C)C.C(#N)C. (5) Given the product [F:24][C:21]([F:22])([F:23])[C:16]1[CH:17]=[CH:18][CH:19]=[CH:20][C:15]=1[O:14][CH:11]1[CH2:12][CH2:13][NH:8][CH2:9][CH2:10]1, predict the reactants needed to synthesize it. The reactants are: C(OC([N:8]1[CH2:13][CH2:12][CH:11]([O:14][C:15]2[CH:20]=[CH:19][CH:18]=[CH:17][C:16]=2[C:21]([F:24])([F:23])[F:22])[CH2:10][CH2:9]1)=O)(C)(C)C.FC(F)(F)C(O)=O. (6) Given the product [Cl:25][C:26]1[CH:34]=[C:33]2[C:29]([C:30]([NH2:35])=[N:31][N:32]2[C:9]([O:11][C:12]([CH3:13])([CH3:14])[CH3:15])=[O:10])=[CH:28][CH:27]=1, predict the reactants needed to synthesize it. The reactants are: [C:9](O[C:9]([O:11][C:12]([CH3:15])([CH3:14])[CH3:13])=[O:10])([O:11][C:12]([CH3:15])([CH3:14])[CH3:13])=[O:10].CN(C1C=CC=CN=1)C.[Cl:25][C:26]1[CH:34]=[C:33]2[C:29]([C:30]([NH2:35])=[N:31][NH:32]2)=[CH:28][CH:27]=1.